This data is from Merck oncology drug combination screen with 23,052 pairs across 39 cell lines. The task is: Regression. Given two drug SMILES strings and cell line genomic features, predict the synergy score measuring deviation from expected non-interaction effect. (1) Drug 1: NC1(c2ccc(-c3nc4ccn5c(=O)[nH]nc5c4cc3-c3ccccc3)cc2)CCC1. Drug 2: COC1=C2CC(C)CC(OC)C(O)C(C)C=C(C)C(OC(N)=O)C(OC)C=CC=C(C)C(=O)NC(=CC1=O)C2=O. Cell line: SW620. Synergy scores: synergy=5.91. (2) Drug 1: CN1C(=O)C=CC2(C)C3CCC4(C)C(NC(=O)OCC(F)(F)F)CCC4C3CCC12. Drug 2: CCc1c2c(nc3ccc(O)cc13)-c1cc3c(c(=O)n1C2)COC(=O)C3(O)CC. Cell line: COLO320DM. Synergy scores: synergy=-10.4. (3) Drug 1: N#Cc1ccc(Cn2cncc2CN2CCN(c3cccc(Cl)c3)C(=O)C2)cc1. Drug 2: CCc1cnn2c(NCc3ccc[n+]([O-])c3)cc(N3CCCCC3CCO)nc12. Cell line: HT144. Synergy scores: synergy=1.63.